Dataset: Peptide-MHC class II binding affinity with 134,281 pairs from IEDB. Task: Regression. Given a peptide amino acid sequence and an MHC pseudo amino acid sequence, predict their binding affinity value. This is MHC class II binding data. (1) The peptide sequence is EAATAGTTVYGAFAA. The MHC is HLA-DPA10103-DPB10601 with pseudo-sequence HLA-DPA10103-DPB10601. The binding affinity (normalized) is 0.0643. (2) The peptide sequence is ELQMSWLPLCVRLER. The MHC is DRB3_0202 with pseudo-sequence DRB3_0202. The binding affinity (normalized) is 0.563.